Task: Predict the product of the given reaction.. Dataset: Forward reaction prediction with 1.9M reactions from USPTO patents (1976-2016) (1) Given the reactants [F:1][C:2]1[CH:3]=[C:4]([CH2:12][C:13]([OH:15])=[O:14])[CH:5]=[C:6]([C:8]([F:11])([F:10])[F:9])[CH:7]=1.Cl.[CH3:17]O, predict the reaction product. The product is: [F:1][C:2]1[CH:3]=[C:4]([CH2:12][C:13]([O:15][CH3:17])=[O:14])[CH:5]=[C:6]([C:8]([F:11])([F:10])[F:9])[CH:7]=1. (2) The product is: [C:1]([O:5][C:6]([N:8]1[CH2:12][C@H:11]([O:13][Si:14]([C:17]([CH3:18])([CH3:19])[CH3:20])([CH3:16])[CH3:15])[CH2:10][C@H:9]1[CH:21]([O:28][C:42]([O:41][C:38]1[CH:39]=[CH:40][CH:35]=[CH:36][CH:37]=1)=[S:43])[C:22]#[C:23][Si:24]([CH3:25])([CH3:26])[CH3:27])=[O:7])([CH3:4])([CH3:2])[CH3:3]. Given the reactants [C:1]([O:5][C:6]([N:8]1[CH2:12][C@H:11]([O:13][Si:14]([C:17]([CH3:20])([CH3:19])[CH3:18])([CH3:16])[CH3:15])[CH2:10][C@H:9]1[CH:21]([OH:28])[C:22]#[C:23][Si:24]([CH3:27])([CH3:26])[CH3:25])=[O:7])([CH3:4])([CH3:3])[CH3:2].N1C=CC=CC=1.[CH:35]1[CH:40]=[CH:39][C:38]([O:41][C:42](Cl)=[S:43])=[CH:37][CH:36]=1, predict the reaction product. (3) Given the reactants [C:1]([C:9]1[O:13][C:12]([C:14]([OH:16])=O)=[CH:11][CH:10]=1)(=[O:8])[C:2]1[CH:7]=[CH:6][CH:5]=[CH:4][CH:3]=1.[CH2:17]([O:19][C:20](=[O:30])[CH:21]=[CH:22][C:23]1[CH:28]=[CH:27][CH:26]=[C:25]([NH2:29])[CH:24]=1)[CH3:18].CCN(C(C)C)C(C)C, predict the reaction product. The product is: [CH2:17]([O:19][C:20](=[O:30])[CH:21]=[CH:22][C:23]1[CH:28]=[CH:27][CH:26]=[C:25]([NH:29][C:14]([C:12]2[O:13][C:9]([C:1](=[O:8])[C:2]3[CH:3]=[CH:4][CH:5]=[CH:6][CH:7]=3)=[CH:10][CH:11]=2)=[O:16])[CH:24]=1)[CH3:18]. (4) Given the reactants [C:1]([N:5]1[C:9]([C:10]2[CH:15]=[CH:14][C:13]([F:16])=[CH:12][CH:11]=2)=[CH:8][C:7]([CH2:17][CH2:18][CH:19]=O)=[N:6]1)([CH3:4])([CH3:3])[CH3:2].[CH3:21][O:22][C:23]1[CH:28]=[CH:27][C:26]([N:29]2[CH2:34][CH2:33][NH:32][CH2:31][CH2:30]2)=[CH:25][CH:24]=1.CCN(C(C)C)C(C)C.[BH-](OC(C)=O)(OC(C)=O)OC(C)=O.[Na+], predict the reaction product. The product is: [C:1]([N:5]1[C:9]([C:10]2[CH:11]=[CH:12][C:13]([F:16])=[CH:14][CH:15]=2)=[CH:8][C:7]([CH2:17][CH2:18][CH2:19][N:32]2[CH2:33][CH2:34][N:29]([C:26]3[CH:25]=[CH:24][C:23]([O:22][CH3:21])=[CH:28][CH:27]=3)[CH2:30][CH2:31]2)=[N:6]1)([CH3:4])([CH3:3])[CH3:2]. (5) Given the reactants C([O:8][C:9]1[CH:10]=[C:11]([CH:20]([OH:36])[CH2:21][NH:22][C:23]([CH3:35])([CH3:34])[CH2:24][C:25]2[CH:30]=[CH:29][C:28]([CH:31]([CH3:33])[CH3:32])=[CH:27][CH:26]=2)[C:12]2[O:17][CH2:16][C:15](=[O:18])[NH:14][C:13]=2[CH:19]=1)C1C=CC=CC=1, predict the reaction product. The product is: [OH:8][C:9]1[CH:10]=[C:11]([CH:20]([OH:36])[CH2:21][NH:22][C:23]([CH3:34])([CH3:35])[CH2:24][C:25]2[CH:26]=[CH:27][C:28]([CH:31]([CH3:32])[CH3:33])=[CH:29][CH:30]=2)[C:12]2[O:17][CH2:16][C:15](=[O:18])[NH:14][C:13]=2[CH:19]=1. (6) The product is: [CH3:10][C:9]([N:8]=[C:5]1[N:6]([OH:14])[CH:7]=[C:2]([Br:1])[CH:3]=[CH:4]1)=[O:11]. Given the reactants [Br:1][C:2]1[CH:3]=[CH:4][C:5]([NH:8][C:9](=[O:11])[CH3:10])=[N:6][CH:7]=1.CC[O:14]C(C)=O, predict the reaction product. (7) Given the reactants [NH2:1][CH2:2][CH:3]([CH:5]1[CH2:10][CH2:9][CH2:8][CH2:7][CH2:6]1)[OH:4].[C:11](O[C:11]([O:13][C:14]([CH3:17])([CH3:16])[CH3:15])=[O:12])([O:13][C:14]([CH3:17])([CH3:16])[CH3:15])=[O:12], predict the reaction product. The product is: [CH:5]1([CH:3]([OH:4])[CH2:2][NH:1][C:11](=[O:12])[O:13][C:14]([CH3:17])([CH3:16])[CH3:15])[CH2:10][CH2:9][CH2:8][CH2:7][CH2:6]1. (8) Given the reactants CN(C=O)C.[C:6]1([C:12]2[CH:13]=[CH:14][C:15]3[N:16]([C:18]([CH2:21][NH:22][C:23]4[CH:24]=[CH:25][N:26]=[C:27]5[C:32]=4[N:31]=[CH:30][C:29]([OH:33])=[CH:28]5)=[N:19][N:20]=3)[N:17]=2)[CH:11]=[CH:10][CH:9]=[CH:8][CH:7]=1.Cl[C:35]([F:40])([F:39])C([O-])=O.[Na+].C(=O)([O-])[O-].[Cs+].[Cs+], predict the reaction product. The product is: [F:39][CH:35]([F:40])[O:33][C:29]1[CH:28]=[C:27]2[C:32]([C:23]([NH:22][CH2:21][C:18]3[N:16]4[N:17]=[C:12]([C:6]5[CH:7]=[CH:8][CH:9]=[CH:10][CH:11]=5)[CH:13]=[CH:14][C:15]4=[N:20][N:19]=3)=[CH:24][CH:25]=[N:26]2)=[N:31][CH:30]=1. (9) Given the reactants [CH2:1]([N:8]1[C:13](=[O:14])[C:12]([CH2:15]OS(C)(=O)=O)=[CH:11][C:10]([C:21]2[CH:26]=[CH:25][C:24]([F:27])=[C:23]([CH3:28])[CH:22]=2)=[N:9]1)[C:2]1[CH:7]=[CH:6][CH:5]=[CH:4][CH:3]=1.[CH3:29][NH:30][CH3:31], predict the reaction product. The product is: [CH2:1]([N:8]1[C:13](=[O:14])[C:12]([CH2:15][N:30]([CH3:31])[CH3:29])=[CH:11][C:10]([C:21]2[CH:26]=[CH:25][C:24]([F:27])=[C:23]([CH3:28])[CH:22]=2)=[N:9]1)[C:2]1[CH:7]=[CH:6][CH:5]=[CH:4][CH:3]=1. (10) Given the reactants [Br:1][C:2]1[CH:7]=[CH:6][C:5]([S:8](Cl)(=[O:10])=[O:9])=[CH:4][CH:3]=1.[F-:12].[K+].C1OCCOCCOCCOCCOCCOC1, predict the reaction product. The product is: [Br:1][C:2]1[CH:7]=[CH:6][C:5]([S:8]([F:12])(=[O:10])=[O:9])=[CH:4][CH:3]=1.